Dataset: Full USPTO retrosynthesis dataset with 1.9M reactions from patents (1976-2016). Task: Predict the reactants needed to synthesize the given product. (1) Given the product [Si:1]([O:8][CH:9]([CH:28]1[CH2:37][CH2:36][C:35]2[C:30](=[CH:31][CH:32]=[CH:33][CH:34]=2)[CH2:29]1)[C:10]1[O:11][C:12]([C:39]2[CH:44]=[CH:43][CH:42]=[CH:41][N:40]=2)=[CH:13][N:14]=1)([C:4]([CH3:7])([CH3:5])[CH3:6])([CH3:3])[CH3:2], predict the reactants needed to synthesize it. The reactants are: [Si:1]([O:8][CH:9]([CH:28]1[CH2:37][CH2:36][C:35]2[C:30](=[CH:31][CH:32]=[CH:33][CH:34]=2)[CH2:29]1)[C:10]1[O:11][C:12]([Sn](CCCC)(CCCC)CCCC)=[CH:13][N:14]=1)([C:4]([CH3:7])([CH3:6])[CH3:5])([CH3:3])[CH3:2].Br[C:39]1[CH:44]=[CH:43][CH:42]=[CH:41][N:40]=1. (2) The reactants are: [CH:1]1([CH2:4][O:5][C:6]2[CH:11]=[C:10]([O:12][CH3:13])[C:9]([F:14])=[CH:8][C:7]=2[C:15]2[C:16]3[NH:23][C:22]([CH3:24])=[C:21]([C:25](O)=[O:26])[C:17]=3[N:18]=[CH:19][N:20]=2)[CH2:3][CH2:2]1.CCN(C(C)C)C(C)C.[NH2:37][C@H:38]([CH2:66][C:67]1[CH:72]=[CH:71][CH:70]=[CH:69][CH:68]=1)[C:39]([N:41]1[CH2:46][CH2:45][CH:44]([N:47]2[C:52](=[O:53])[C:51]([CH3:55])([CH3:54])[CH2:50][C:49]([C:56]3[CH:61]=[CH:60][C:59]([O:62][CH3:63])=[C:58]([O:64][CH3:65])[CH:57]=3)=[N:48]2)[CH2:43][CH2:42]1)=[O:40].CCOC(C(C#N)=NOC(N1CCOCC1)=[N+](C)C)=O.F[P-](F)(F)(F)(F)F.C(=O)(O)[O-].[Na+]. Given the product [CH:1]1([CH2:4][O:5][C:6]2[CH:11]=[C:10]([O:12][CH3:13])[C:9]([F:14])=[CH:8][C:7]=2[C:15]2[C:16]3[NH:23][C:22]([CH3:24])=[C:21]([C:25]([NH:37][C@H:38]([CH2:66][C:67]4[CH:72]=[CH:71][CH:70]=[CH:69][CH:68]=4)[C:39]([N:41]4[CH2:42][CH2:43][CH:44]([N:47]5[C:52](=[O:53])[C:51]([CH3:55])([CH3:54])[CH2:50][C:49]([C:56]6[CH:61]=[CH:60][C:59]([O:62][CH3:63])=[C:58]([O:64][CH3:65])[CH:57]=6)=[N:48]5)[CH2:45][CH2:46]4)=[O:40])=[O:26])[C:17]=3[N:18]=[CH:19][N:20]=2)[CH2:2][CH2:3]1, predict the reactants needed to synthesize it. (3) Given the product [CH3:36][N:35]([C:18]1[CH:19]=[CH:20][C:21]([NH:24][C:25]([NH:27][C:28]2[CH:29]=[CH:30][CH:31]=[CH:32][CH:33]=2)=[O:26])=[CH:22][CH:23]=1)[S:13]([C:3]1[CH:4]=[N:5][N:6]([C:7]2[CH:12]=[CH:11][CH:10]=[CH:9][CH:8]=2)[C:2]=1[CH3:1])(=[O:15])=[O:14], predict the reactants needed to synthesize it. The reactants are: [CH3:1][C:2]1[N:6]([C:7]2[CH:12]=[CH:11][CH:10]=[CH:9][CH:8]=2)[N:5]=[CH:4][C:3]=1[S:13](Cl)(=[O:15])=[O:14].C[C:18]1[CH:23]=[CH:22][C:21]([NH:24][C:25]([NH:27][C:28]2[CH:33]=[CH:32][CH:31]=[CH:30][CH:29]=2)=[O:26])=[C:20](N)[CH:19]=1.[N:35]1C=CC=C[CH:36]=1. (4) Given the product [N:39]1[CH:38]=[CH:37][CH:36]=[N:35][C:34]=1[C:26]1[O:27][C:28]2=[CH:29][N:30]=[CH:31][CH:32]=[C:33]2[C:25]=1[NH:24][C:19]1[CH:20]=[CH:21][CH:22]=[C:23]2[C:18]=1[C:17]([CH2:40][CH2:41][C:42]([OH:44])=[O:43])=[N:16][NH:15]2, predict the reactants needed to synthesize it. The reactants are: C(O)(C(F)(F)F)=O.C(OC([N:15]1[C:23]2[C:18](=[C:19]([NH:24][C:25]3[C:33]4[C:28](=[CH:29][N:30]=[CH:31][CH:32]=4)[O:27][C:26]=3[C:34]3[N:39]=[CH:38][CH:37]=[CH:36][N:35]=3)[CH:20]=[CH:21][CH:22]=2)[C:17]([CH2:40][CH2:41][C:42]([OH:44])=[O:43])=[N:16]1)=O)(C)(C)C. (5) Given the product [NH2:7][C:6]1[N:8]=[C:17]([C:15]2[O:16][C:12]([CH3:11])=[CH:13][CH:14]=2)[C:19]([C:20]#[N:21])=[C:22]([S:23][CH3:24])[N:5]=1, predict the reactants needed to synthesize it. The reactants are: C(=O)(O)O.[NH2:5][C:6]([NH2:8])=[NH:7].[H-].[Na+].[CH3:11][C:12]1[O:16][C:15]([C:17]([C:19](=[C:22](SC)[S:23][CH3:24])[C:20]#[N:21])=O)=[CH:14][CH:13]=1. (6) The reactants are: [CH3:1][O:2][C:3](=[O:32])[C@H:4]([NH:21][C:22]([O:24][CH2:25][C:26]1[CH:31]=[CH:30][CH:29]=[CH:28][CH:27]=1)=[O:23])[CH2:5][C:6]1[C:7]([CH2:16][O:17]C(=O)C)=[C:8]2[C:12](=[C:13]([Cl:15])[CH:14]=1)[NH:11][N:10]=[CH:9]2.COC(=O)[C@H](NC(OCC1C=CC=CC=1)=O)CC1C=CC(NC(OC(C)(C)C)=O)=C(C)C=1CO. Given the product [CH3:1][O:2][C:3](=[O:32])[C@H:4]([NH:21][C:22]([O:24][CH2:25][C:26]1[CH:27]=[CH:28][CH:29]=[CH:30][CH:31]=1)=[O:23])[CH2:5][C:6]1[C:7]([CH2:16][OH:17])=[C:8]2[C:12](=[C:13]([Cl:15])[CH:14]=1)[NH:11][N:10]=[CH:9]2, predict the reactants needed to synthesize it. (7) The reactants are: [F:1][C:2]1[CH:3]=[CH:4][C:5]([OH:12])=[C:6]2[C:10]=1[O:9][CH:8]([CH3:11])[CH2:7]2.N1C=CC=CC=1.[S:19](O[S:19]([C:22]([F:25])([F:24])[F:23])(=[O:21])=[O:20])([C:22]([F:25])([F:24])[F:23])(=[O:21])=[O:20].O. Given the product [F:23][C:22]([F:25])([F:24])[S:19]([O:12][C:5]1[C:6]2[CH2:7][CH:8]([CH3:11])[O:9][C:10]=2[C:2]([F:1])=[CH:3][CH:4]=1)(=[O:21])=[O:20], predict the reactants needed to synthesize it. (8) Given the product [C:18]([C:14]1[CH:13]=[C:12]([CH3:17])[N:11]([C:4]2[CH:5]=[CH:6][C:7]([O:8][CH2:9][CH3:10])=[C:2]([Cl:1])[CH:3]=2)[C:15]=1[CH3:16])(=[O:20])[CH3:19], predict the reactants needed to synthesize it. The reactants are: [Cl:1][C:2]1[CH:3]=[C:4]([N:11]2[C:15]([CH3:16])=[CH:14][CH:13]=[C:12]2[CH3:17])[CH:5]=[CH:6][C:7]=1[O:8][CH2:9][CH3:10].[C:18](OC(=O)C)(=[O:20])[CH3:19].I.